Regression. Given a peptide amino acid sequence and an MHC pseudo amino acid sequence, predict their binding affinity value. This is MHC class II binding data. From a dataset of Peptide-MHC class II binding affinity with 134,281 pairs from IEDB. (1) The peptide sequence is KFITHSVTFSEINKA. The MHC is DRB1_0405 with pseudo-sequence DRB1_0405. The binding affinity (normalized) is 0.805. (2) The peptide sequence is TMTQMNQAFRNIVNM. The MHC is HLA-DQA10102-DQB10602 with pseudo-sequence HLA-DQA10102-DQB10602. The binding affinity (normalized) is 0.217. (3) The peptide sequence is VSGAAVVSGFVVASL. The MHC is H-2-IAb with pseudo-sequence H-2-IAb. The binding affinity (normalized) is 0.451.